The task is: Regression/Classification. Given a drug SMILES string, predict its absorption, distribution, metabolism, or excretion properties. Task type varies by dataset: regression for continuous measurements (e.g., permeability, clearance, half-life) or binary classification for categorical outcomes (e.g., BBB penetration, CYP inhibition). Dataset: cyp2d6_veith.. This data is from CYP2D6 inhibition data for predicting drug metabolism from PubChem BioAssay. The molecule is O=C1NCCc2c1[nH]c1ccccc21. The result is 0 (non-inhibitor).